From a dataset of Catalyst prediction with 721,799 reactions and 888 catalyst types from USPTO. Predict which catalyst facilitates the given reaction. (1) Reactant: [CH3:1][Si:2]([CH3:20])([CH3:19])[CH2:3][CH2:4][S:5]([N:8]1[C:16]2[C:11](=[CH:12][C:13]([CH2:17][OH:18])=[CH:14][CH:15]=2)[CH:10]=[CH:9]1)(=[O:7])=[O:6]. Product: [CH3:1][Si:2]([CH3:20])([CH3:19])[CH2:3][CH2:4][S:5]([N:8]1[C:16]2[C:11](=[CH:12][C:13]([CH:17]=[O:18])=[CH:14][CH:15]=2)[CH:10]=[CH:9]1)(=[O:7])=[O:6]. The catalyst class is: 485. (2) Reactant: [Li+].[OH-].[CH3:3][S:4]([C:7]1[S:11][CH:10]=[C:9]([C:12]2[C:21]3[C:16](=[CH:17][C:18]([C:22]4[CH:27]=[CH:26][C:25]([O:28][C:29]([F:32])([F:31])[F:30])=[CH:24][CH:23]=4)=[CH:19][CH:20]=3)[CH:15]=[C:14]([C:33]([O:35]CC)=[O:34])[CH:13]=2)[CH:8]=1)(=[O:6])=[O:5]. Product: [CH3:3][S:4]([C:7]1[S:11][CH:10]=[C:9]([C:12]2[C:21]3[C:16](=[CH:17][C:18]([C:22]4[CH:23]=[CH:24][C:25]([O:28][C:29]([F:32])([F:31])[F:30])=[CH:26][CH:27]=4)=[CH:19][CH:20]=3)[CH:15]=[C:14]([C:33]([OH:35])=[O:34])[CH:13]=2)[CH:8]=1)(=[O:5])=[O:6]. The catalyst class is: 36. (3) Reactant: [CH2:1]([O:3][C:4]([C:6]1[C:11](=[O:12])[N:10]([CH2:13][C:14]2[CH:19]=[CH:18][CH:17]=[C:16]([F:20])[CH:15]=2)[C:9]2[CH:21]=[CH:22][S:23][C:8]=2[C:7]=1Cl)=[O:5])[CH3:2].N12CCN(CC1)CC2.[N:33]1([C:39]([C:41]2[S:42][CH:43]=[CH:44][CH:45]=2)=[O:40])[CH2:38][CH2:37][NH:36][CH2:35][CH2:34]1.[Cl-].[NH4+]. Product: [CH2:1]([O:3][C:4]([C:6]1[C:11](=[O:12])[N:10]([CH2:13][C:14]2[CH:19]=[CH:18][CH:17]=[C:16]([F:20])[CH:15]=2)[C:9]2[CH:21]=[CH:22][S:23][C:8]=2[C:7]=1[N:36]1[CH2:37][CH2:38][N:33]([C:39]([C:41]2[S:42][CH:43]=[CH:44][CH:45]=2)=[O:40])[CH2:34][CH2:35]1)=[O:5])[CH3:2]. The catalyst class is: 3. (4) Reactant: [NH2:1][C:2]1[CH:3]=[CH:4][C:5]([O:18][C:19]2[CH:24]=[CH:23][CH:22]=[CH:21][CH:20]=2)=[C:6]([C:8]2[C:9]([O:16][CH3:17])=[CH:10][C:11](=[O:15])[N:12]([CH3:14])[N:13]=2)[CH:7]=1.[C:25](Cl)(=[O:29])[O:26][CH2:27][CH3:28].C(N(CC)CC)C. Product: [CH2:27]([O:26][C:25](=[O:29])[NH:1][C:2]1[CH:3]=[CH:4][C:5]([O:18][C:19]2[CH:20]=[CH:21][CH:22]=[CH:23][CH:24]=2)=[C:6]([C:8]2[C:9]([O:16][CH3:17])=[CH:10][C:11](=[O:15])[N:12]([CH3:14])[N:13]=2)[CH:7]=1)[CH3:28]. The catalyst class is: 4.